The task is: Predict which catalyst facilitates the given reaction.. This data is from Catalyst prediction with 721,799 reactions and 888 catalyst types from USPTO. (1) Reactant: [CH3:1][CH2:2][C@H:3]1[O:18][C:16](=[O:17])[C@H:15]([CH3:19])[C@@H:14]([O:20][C@@H:21]2[O:26][C@@H:25]([CH3:27])[C@H:24]([OH:28])[C@@:23]([O:30][CH3:31])([CH3:29])[CH2:22]2)[C@H:13]([CH3:32])[C@@H:12]([O:33][C@@H:34]2[O:39][C@H:38]([CH3:40])[CH2:37][C@H:36]([N:41]([CH3:43])[CH3:42])[C@H:35]2[OH:44])[C@@:11]([OH:46])([CH3:45])[CH2:10][C@@H:9]([CH3:47])[CH2:8][NH:7][C@H:6]([CH3:48])[C@@H:5]([OH:49])[C@@:4]1([OH:51])[CH3:50].[CH:52](O)=O.C=O. Product: [CH3:1][CH2:2][C@H:3]1[O:18][C:16](=[O:17])[C@H:15]([CH3:19])[C@@H:14]([O:20][C@@H:21]2[O:26][C@@H:25]([CH3:27])[C@H:24]([OH:28])[C@@:23]([O:30][CH3:31])([CH3:29])[CH2:22]2)[C@H:13]([CH3:32])[C@@H:12]([O:33][C@@H:34]2[O:39][C@H:38]([CH3:40])[CH2:37][C@H:36]([N:41]([CH3:43])[CH3:42])[C@H:35]2[OH:44])[C@@:11]([OH:46])([CH3:45])[CH2:10][C@@H:9]([CH3:47])[CH2:8][N:7]([CH3:52])[C@H:6]([CH3:48])[C@@H:5]([OH:49])[C@@:4]1([OH:51])[CH3:50]. The catalyst class is: 21. (2) Reactant: [CH:1]1[C:9]2[C:8]3[CH:10]=[CH:11][CH:12]=[CH:13][C:7]=3[S:6][C:5]=2[C:4]([C:14]2[CH:15]=[C:16]([C:20]3[CH:25]=[CH:24][CH:23]=[C:22](B(O)O)[CH:21]=3)[CH:17]=[CH:18][CH:19]=2)=[CH:3][CH:2]=1.Cl[C:30]1[C:31]2[O:38][C:37]3[CH:39]=[CH:40][CH:41]=[CH:42][C:36]=3[C:32]=2[N:33]=[CH:34][N:35]=1.C(=O)([O-])[O-].[K+].[K+].C1(C)C=CC=CC=1. Product: [CH:1]1[C:9]2[C:8]3[CH:10]=[CH:11][CH:12]=[CH:13][C:7]=3[S:6][C:5]=2[C:4]([C:14]2[CH:15]=[C:16]([C:20]3[CH:25]=[CH:24][CH:23]=[C:22]([C:30]4[C:31]5[O:38][C:37]6[CH:39]=[CH:40][CH:41]=[CH:42][C:36]=6[C:32]=5[N:33]=[CH:34][N:35]=4)[CH:21]=3)[CH:17]=[CH:18][CH:19]=2)=[CH:3][CH:2]=1. The catalyst class is: 8. (3) Reactant: [Br:1][C:2]1[C:3]([S:8]([CH2:11][CH2:12][CH2:13]Cl)(=[O:10])=[O:9])=[N:4][CH:5]=[CH:6][CH:7]=1.CC([O-])(C)C.[K+]. Product: [Br:1][C:2]1[C:3]([S:8]([CH:11]2[CH2:13][CH2:12]2)(=[O:10])=[O:9])=[N:4][CH:5]=[CH:6][CH:7]=1. The catalyst class is: 1.